This data is from Catalyst prediction with 721,799 reactions and 888 catalyst types from USPTO. The task is: Predict which catalyst facilitates the given reaction. (1) Reactant: [CH2:1]([O:3][C:4](=[O:27])[CH2:5][N:6]1[C:10](=[O:11])[C@H:9]([CH2:12][CH2:13][CH2:14][NH:15][C:16]([O:18][CH2:19][C:20]2[CH:25]=[CH:24][CH:23]=[CH:22][CH:21]=2)=[O:17])[NH:8][C:7]1=[O:26])[CH3:2].[H-].[Na+].[CH2:30](Br)[CH3:31]. Product: [CH2:1]([O:3][C:4](=[O:27])[CH2:5][N:6]1[C:10](=[O:11])[C@H:9]([CH2:12][CH2:13][CH2:14][NH:15][C:16]([O:18][CH2:19][C:20]2[CH:21]=[CH:22][CH:23]=[CH:24][CH:25]=2)=[O:17])[N:8]([CH2:30][CH3:31])[C:7]1=[O:26])[CH3:2]. The catalyst class is: 3. (2) Reactant: [CH:1]1([CH2:6][CH:7]([C:11]2[CH:16]=[CH:15][CH:14]=[C:13]([O:17][CH3:18])[CH:12]=2)[C:8]([OH:10])=O)[CH2:5][CH2:4][CH2:3][CH2:2]1.C(Cl)(=O)C(Cl)=O.[NH2:25][C:26]1[S:27][CH:28]=[CH:29][N:30]=1.C(N(CC)C(C)C)(C)C. Product: [CH:1]1([CH2:6][CH:7]([C:11]2[CH:16]=[CH:15][CH:14]=[C:13]([O:17][CH3:18])[CH:12]=2)[C:8]([NH:25][C:26]2[S:27][CH:28]=[CH:29][N:30]=2)=[O:10])[CH2:2][CH2:3][CH2:4][CH2:5]1. The catalyst class is: 832.